Dataset: Retrosynthesis with 50K atom-mapped reactions and 10 reaction types from USPTO. Task: Predict the reactants needed to synthesize the given product. Given the product O=[N+]([O-])c1cnc(OCC(O)CO)c([N+](=O)[O-])c1, predict the reactants needed to synthesize it. The reactants are: O=[N+]([O-])c1cnc(Cl)c([N+](=O)[O-])c1.OCC(O)CO.